From a dataset of Forward reaction prediction with 1.9M reactions from USPTO patents (1976-2016). Predict the product of the given reaction. (1) The product is: [CH3:49][N:48]([CH3:50])[CH:45]1[CH2:44][CH2:43][N:42]([C:10]2[C:11]3[C:12](=[N:13][CH:14]=[CH:15][C:16]=3[O:17][C:18]3[CH:23]=[CH:22][C:21]([NH:24][C:25]([C:27]4[C:28](=[O:40])[N:29]([C:33]5[CH:34]=[CH:35][C:36]([F:39])=[CH:37][CH:38]=5)[N:30]=[CH:31][CH:32]=4)=[O:26])=[CH:20][C:19]=3[F:41])[NH:8][N:9]=2)[CH2:47][CH2:46]1. Given the reactants COC1C=CC(C[N:8]2[C:12]3=[N:13][CH:14]=[CH:15][C:16]([O:17][C:18]4[CH:23]=[CH:22][C:21]([NH:24][C:25]([C:27]5[C:28](=[O:40])[N:29]([C:33]6[CH:38]=[CH:37][C:36]([F:39])=[CH:35][CH:34]=6)[N:30]=[CH:31][CH:32]=5)=[O:26])=[CH:20][C:19]=4[F:41])=[C:11]3[C:10]([N:42]3[CH2:47][CH2:46][CH:45]([N:48]([CH3:50])[CH3:49])[CH2:44][CH2:43]3)=[N:9]2)=CC=1.C(O)(C(F)(F)F)=O, predict the reaction product. (2) Given the reactants [CH3:1][C:2]1[N:6]([CH:7]([CH3:9])[CH3:8])[C:5]([C:10]2[CH:15]=[CH:14][N:13]=[C:12]([NH:16][CH:17]3[CH2:22][CH2:21][CH:20]([NH2:23])[CH2:19][CH2:18]3)[N:11]=2)=[CH:4][N:3]=1.Cl.[CH3:25][N:26]([CH3:32])[CH2:27][CH2:28][C:29](O)=[O:30].CCN(C(C)C)C(C)C.CN(C(ON1N=NC2C=CC=CC1=2)=[N+](C)C)C.F[P-](F)(F)(F)(F)F, predict the reaction product. The product is: [CH3:25][N:26]([CH3:32])[CH2:27][CH2:28][C:29]([NH:23][CH:20]1[CH2:19][CH2:18][CH:17]([NH:16][C:12]2[N:11]=[C:10]([C:5]3[N:6]([CH:7]([CH3:9])[CH3:8])[C:2]([CH3:1])=[N:3][CH:4]=3)[CH:15]=[CH:14][N:13]=2)[CH2:22][CH2:21]1)=[O:30].